From a dataset of Reaction yield outcomes from USPTO patents with 853,638 reactions. Predict the reaction yield, written as a fraction of the theoretical maximum amount of product (1.0 means a 100% yield; for example, 0.34 means a 34% yield). The reactants are [C:1]([O:5][C:6]([N:8]1[CH2:13][CH2:12][N:11]([C:14]2[CH:19]=[CH:18][C:17]([C:20](=[O:35])[NH:21][C:22]3[CH:27]=[C:26]([O:28][C:29]([F:32])([F:31])[F:30])[C:25](Br)=[CH:24][C:23]=3[Cl:34])=[CH:16][N:15]=2)[C@H:10]([CH3:36])[CH2:9]1)=[O:7])([CH3:4])([CH3:3])[CH3:2].[CH3:37][O:38][C:39](=[O:75])[NH:40][C@H:41]([C:45]([N:47]1[CH2:51][C@@H:50]([CH3:52])[CH2:49][C@H:48]1[C:53]1[NH:57][C:56]2[C:58]3[C:63]([CH:64]=[CH:65][C:55]=2[N:54]=1)=[CH:62][C:61](B1OC(C)(C)C(C)(C)O1)=[CH:60][CH:59]=3)=[O:46])[CH:42]([CH3:44])[CH3:43].O.C(=O)([O-])[O-].[K+].[K+]. The catalyst is C1(C)C=CC=CC=1.C1C=CC(P(C2C=CC=CC=2)[C-]2C=CC=C2)=CC=1.C1C=CC(P(C2C=CC=CC=2)[C-]2C=CC=C2)=CC=1.Cl[Pd]Cl.[Fe+2].C(Cl)Cl. The product is [C:1]([O:5][C:6]([N:8]1[CH2:13][CH2:12][N:11]([C:14]2[CH:19]=[CH:18][C:17]([C:20](=[O:35])[NH:21][C:22]3[CH:27]=[C:26]([O:28][C:29]([F:32])([F:31])[F:30])[C:25]([C:61]4[CH:62]=[C:63]5[C:58](=[CH:59][CH:60]=4)[C:56]4[N:57]=[C:53]([C@@H:48]6[CH2:49][C@H:50]([CH3:52])[CH2:51][N:47]6[C:45](=[O:46])[C@@H:41]([NH:40][C:39]([O:38][CH3:37])=[O:75])[CH:42]([CH3:43])[CH3:44])[NH:54][C:55]=4[CH:65]=[CH:64]5)=[CH:24][C:23]=3[Cl:34])=[CH:16][N:15]=2)[C@H:10]([CH3:36])[CH2:9]1)=[O:7])([CH3:4])([CH3:3])[CH3:2]. The yield is 0.590.